This data is from Forward reaction prediction with 1.9M reactions from USPTO patents (1976-2016). The task is: Predict the product of the given reaction. (1) The product is: [C:19]([NH:1][C:2](=[S:12])[NH:1][C:2]1[S:12][C:5]2[CH2:6][O:7][C:8]([CH3:11])([CH3:10])[CH2:9][C:4]=2[C:3]=1[C:13]([O:15][CH3:16])=[O:14])(=[O:20])[C:18]1[CH:17]=[CH:21][CH:13]=[CH:3][CH:4]=1. Given the reactants [NH2:1][C:2]1[S:12][C:5]2[CH2:6][O:7][C:8]([CH3:11])([CH3:10])[CH2:9][C:4]=2[C:3]=1[C:13]([O:15][CH3:16])=[O:14].[CH2:17]1[CH2:21][O:20][CH2:19][CH2:18]1, predict the reaction product. (2) Given the reactants [Br:1][C:2]1[CH:3]=[C:4]2[C:12](=[CH:13][CH:14]=1)[NH:11][C:10]1[CH:9]([NH2:15])[CH2:8][CH2:7][CH2:6][C:5]2=1.[CH3:16][C:17]([O:20][C:21](O[C:21]([O:20][C:17]([CH3:19])([CH3:18])[CH3:16])=[O:22])=[O:22])([CH3:19])[CH3:18], predict the reaction product. The product is: [C:17]([O:20][C:21](=[O:22])[NH:15][CH:9]1[C:10]2[NH:11][C:12]3[C:4](=[CH:3][C:2]([Br:1])=[CH:14][CH:13]=3)[C:5]=2[CH2:6][CH2:7][CH2:8]1)([CH3:19])([CH3:18])[CH3:16]. (3) Given the reactants [CH:1]1([C:4]2[N:5]=[C:6]3[CH:11]=[CH:10][C:9]([N:12]4[CH:17]=[CH:16][C:15]([OH:18])=[CH:14][C:13]4=[O:19])=[CH:8][N:7]3[C:20]=2[CH3:21])[CH2:3][CH2:2]1.[Cl:22][C:23]1[S:27][CH:26]=[C:25]([CH2:28]O)[CH:24]=1.C(P(CCCC)CCCC)CCC.N(C(N1CCCCC1)=O)=NC(N1CCCCC1)=O, predict the reaction product. The product is: [Cl:22][C:23]1[S:27][CH:26]=[C:25]([CH2:28][O:18][C:15]2[CH:16]=[CH:17][N:12]([C:9]3[CH:10]=[CH:11][C:6]4[N:7]([C:20]([CH3:21])=[C:4]([CH:1]5[CH2:3][CH2:2]5)[N:5]=4)[CH:8]=3)[C:13](=[O:19])[CH:14]=2)[CH:24]=1. (4) The product is: [F:14][C:11]1[CH:12]=[CH:13][C:8]([C:6]([C:5]2[CH:15]=[CH:16][C:2]([C:25]#[C:26][C:18]3[CH:23]=[CH:22][CH:21]=[CH:20][CH:19]=3)=[CH:3][CH:4]=2)=[O:7])=[CH:9][CH:10]=1. Given the reactants Br[C:2]1[CH:16]=[CH:15][C:5]([C:6]([C:8]2[CH:13]=[CH:12][C:11]([F:14])=[CH:10][CH:9]=2)=[O:7])=[CH:4][CH:3]=1.F[C:18]1[CH:23]=[CH:22][CH:21]=[CH:20][CH:19]=1.Br[C:25]1C=CC(C(Cl)=O)=C[CH:26]=1.[Cl-].[Al+3].[Cl-].[Cl-], predict the reaction product. (5) Given the reactants [ClH:1].[Cl:2][CH2:3][C:4]1[CH:5]=[CH:6][C:7]([CH3:10])=[N:8][CH:9]=1.[C:11]1([P:17]([C:24]2[CH:29]=[CH:28][CH:27]=[CH:26][CH:25]=2)[C:18]2[CH:23]=[CH:22][CH:21]=[CH:20][CH:19]=2)[CH:16]=[CH:15][CH:14]=[CH:13][CH:12]=1, predict the reaction product. The product is: [ClH:2].[Cl-:1].[CH3:10][C:7]1[N:8]=[CH:9][C:4]([CH2:3][P+:17]([C:18]2[CH:19]=[CH:20][CH:21]=[CH:22][CH:23]=2)([C:24]2[CH:29]=[CH:28][CH:27]=[CH:26][CH:25]=2)[C:11]2[CH:12]=[CH:13][CH:14]=[CH:15][CH:16]=2)=[CH:5][CH:6]=1. (6) Given the reactants [F-:1].[K+].Cl[C:4]1[CH:9]=[CH:8][C:7]([S:10]([CH:13]([C:22]2[CH:27]=[CH:26][N:25]=[CH:24][C:23]=2[Cl:28])[C:14]2[CH:19]=[C:18]([F:20])[CH:17]=[CH:16][C:15]=2[F:21])(=[O:12])=[O:11])=[CH:6][N:5]=1.ClCCl.C(OCC)(=O)C, predict the reaction product. The product is: [Cl:28][C:23]1[CH:24]=[N:25][CH:26]=[CH:27][C:22]=1[CH:13]([C:14]1[CH:19]=[C:18]([F:20])[CH:17]=[CH:16][C:15]=1[F:21])[S:10]([C:7]1[CH:8]=[CH:9][C:4]([F:1])=[N:5][CH:6]=1)(=[O:12])=[O:11]. (7) Given the reactants [NH2:1][CH:2]([CH2:38][CH3:39])[C:3]([N:5]1[CH2:10][CH2:9][C:8]([C:31]2[CH:36]=[CH:35][CH:34]=[C:33]([F:37])[CH:32]=2)([CH2:11][CH2:12][N:13]2[CH:18]3[CH2:19][CH2:20][CH:14]2[CH2:15][CH:16]([N:21]2[C:25]4[CH:26]=[CH:27][CH:28]=[CH:29][C:24]=4[N:23]=[C:22]2[CH3:30])[CH2:17]3)[CH2:7][CH2:6]1)=[O:4].[Cl:40][CH:41]([Cl:45])[C:42](Cl)=[O:43].CCN(C(C)C)C(C)C, predict the reaction product. The product is: [Cl:40][CH:41]([Cl:45])[C:42]([NH:1][CH:2]([C:3]([N:5]1[CH2:10][CH2:9][C:8]([C:31]2[CH:36]=[CH:35][CH:34]=[C:33]([F:37])[CH:32]=2)([CH2:11][CH2:12][N:13]2[CH:18]3[CH2:19][CH2:20][CH:14]2[CH2:15][CH:16]([N:21]2[C:25]4[CH:26]=[CH:27][CH:28]=[CH:29][C:24]=4[N:23]=[C:22]2[CH3:30])[CH2:17]3)[CH2:7][CH2:6]1)=[O:4])[CH2:38][CH3:39])=[O:43].